Task: Predict which catalyst facilitates the given reaction.. Dataset: Catalyst prediction with 721,799 reactions and 888 catalyst types from USPTO (1) Reactant: C1C(=O)N([Cl:8])C(=O)C1.[Cl:9][C:10]1[CH:18]=[CH:17][CH:16]=[CH:15][C:11]=1/[CH:12]=[N:13]/[OH:14].O. Product: [Cl:9][C:10]1[CH:18]=[CH:17][CH:16]=[CH:15][C:11]=1/[C:12](/[Cl:8])=[N:13]/[OH:14]. The catalyst class is: 3. (2) The catalyst class is: 5. Reactant: [Cl:1][C:2]1[CH:7]=[CH:6][N:5]=[C:4]([CH:8]=[O:9])[N:3]=1.[BH4-].[Na+].O. Product: [Cl:1][C:2]1[CH:7]=[CH:6][N:5]=[C:4]([CH2:8][OH:9])[N:3]=1. (3) The catalyst class is: 12. Product: [N:11]1([CH2:17][CH2:18][NH:19][C:6]2[CH:5]=[CH:4][C:3]([N+:8]([O-:10])=[O:9])=[CH:2][CH:7]=2)[CH2:16][CH2:15][O:14][CH2:13][CH2:12]1. Reactant: F[C:2]1[CH:7]=[CH:6][CH:5]=[CH:4][C:3]=1[N+:8]([O-:10])=[O:9].[N:11]1([CH2:17][CH2:18][NH2:19])[CH2:16][CH2:15][O:14][CH2:13][CH2:12]1.C(N(C(C)C)CC)(C)C. (4) Reactant: [CH3:1][O:2][C:3]1[N:8]=[C:7]([C:9]([NH2:11])=O)[CH:6]=[CH:5][CH:4]=1.C(N(CC)CC)C.C(OC(C(F)(F)F)=O)(C(F)(F)F)=O. Product: [CH3:1][O:2][C:3]1[N:8]=[C:7]([C:9]#[N:11])[CH:6]=[CH:5][CH:4]=1. The catalyst class is: 1. (5) Reactant: [CH:1]1[C:6]([C:7]2[CH:12]=[CH:11][C:10]([NH2:13])=[CH:9][CH:8]=2)=[CH:5][CH:4]=[C:3]([NH2:14])[CH:2]=1.Cl.Cl.N([O-])=O.[Na+]. Product: [C:6]1([C:7]2[CH:12]=[CH:11][C:10]([NH2:13])=[CH:9][CH:8]=2)[CH:5]=[CH:4][C:3]([NH2:14])=[CH:2][CH:1]=1. The catalyst class is: 33. (6) Reactant: [O:1]1[C:5]2[CH:6]=[CH:7][CH:8]=[CH:9][C:4]=2[O:3][CH:2]1[C:10]([NH2:12])=O.[H-].[Al+3].[Li+].[H-].[H-].[H-].O. Product: [O:1]1[C:5]2[CH:6]=[CH:7][CH:8]=[CH:9][C:4]=2[O:3][CH:2]1[CH2:10][NH2:12]. The catalyst class is: 7. (7) Reactant: [Cl:1][C:2]1[N:10]=[C:9]2[C:5]([N:6]=[C:7]([CH:13]=O)[N:8]2[CH2:11][CH3:12])=[C:4]([N:15]2[CH2:20][CH2:19][O:18][CH2:17][CH2:16]2)[N:3]=1.[NH:21]1[CH2:24][CH:23]([N:25]([CH3:32])[C:26]([CH3:31])([CH3:30])[C:27]([NH2:29])=[O:28])[CH2:22]1.C(O[BH-](OC(=O)C)OC(=O)C)(=O)C.[Na+]. Product: [Cl:1][C:2]1[N:10]=[C:9]2[C:5]([N:6]=[C:7]([CH2:13][N:21]3[CH2:24][CH:23]([N:25]([CH3:32])[C:26]([CH3:30])([CH3:31])[C:27]([NH2:29])=[O:28])[CH2:22]3)[N:8]2[CH2:11][CH3:12])=[C:4]([N:15]2[CH2:20][CH2:19][O:18][CH2:17][CH2:16]2)[N:3]=1. The catalyst class is: 26. (8) Reactant: [NH2:1][C:2]1[CH:7]=[C:6]([F:8])[CH:5]=[CH:4][C:3]=1[S:9][CH2:10][C:11]1[CH:20]=[CH:19][C:14]([C:15]([O:17][CH3:18])=[O:16])=[CH:13][CH:12]=1.[O:21]1[C:25]2[CH:26]=[CH:27][CH:28]=[CH:29][C:24]=2[CH:23]=[C:22]1[S:30](Cl)(=[O:32])=[O:31]. Product: [O:21]1[C:25]2[CH:26]=[CH:27][CH:28]=[CH:29][C:24]=2[CH:23]=[C:22]1[S:30]([NH:1][C:2]1[CH:7]=[C:6]([F:8])[CH:5]=[CH:4][C:3]=1[S:9][CH2:10][C:11]1[CH:20]=[CH:19][C:14]([C:15]([O:17][CH3:18])=[O:16])=[CH:13][CH:12]=1)(=[O:32])=[O:31]. The catalyst class is: 17. (9) Reactant: Cl[C:2]1[CH:7]=[C:6]([C:8]2[CH:13]=[CH:12][CH:11]=[C:10]([CH3:14])[C:9]=2[CH3:15])[N:5]=[C:4]([NH2:16])[N:3]=1.[CH3:17][C:18]1[NH:19][C:20]2[C:25]([C:26]=1[CH2:27][CH2:28][NH2:29])=[CH:24][C:23]([CH3:30])=[CH:22][CH:21]=2. Product: [CH3:17][C:18]1[NH:19][C:20]2[C:25]([C:26]=1[CH2:27][CH2:28][NH:29][C:2]1[CH:7]=[C:6]([C:8]3[CH:13]=[CH:12][CH:11]=[C:10]([CH3:14])[C:9]=3[CH3:15])[N:5]=[C:4]([NH2:16])[N:3]=1)=[CH:24][C:23]([CH3:30])=[CH:22][CH:21]=2. The catalyst class is: 5. (10) Reactant: [CH:1]1([NH:7][C:8]([NH2:10])=[S:9])[CH2:6][CH2:5][CH2:4][CH2:3][CH2:2]1.CO[CH:13](OC)[CH2:14]Br.Cl. Product: [CH:1]1([NH:7][C:8]2[S:9][CH:13]=[CH:14][N:10]=2)[CH2:6][CH2:5][CH2:4][CH2:3][CH2:2]1. The catalyst class is: 412.